From a dataset of Forward reaction prediction with 1.9M reactions from USPTO patents (1976-2016). Predict the product of the given reaction. (1) Given the reactants [CH:1]([C:4]1[CH:9]=[CH:8][C:7]([CH3:10])=[CH:6][C:5]=1[NH:11][C:12]([NH:14][C:15]([NH:17][CH2:18][CH2:19][CH2:20][C:21]1[CH:26]=[CH:25][C:24]([C:27]2[N:31]=[CH:30][N:29]([C:32]3[CH:37]=[CH:36][C:35]([O:38][C:39]([F:42])([F:41])[F:40])=[CH:34][CH:33]=3)[N:28]=2)=[CH:23][CH:22]=1)=[O:16])=[S:13])([CH3:3])[CH3:2].[C:43]([O-])(=[O:45])[CH3:44].[Na+].C(O)C.BrCC(OC)=O, predict the reaction product. The product is: [CH:1]([C:4]1[CH:9]=[CH:8][C:7]([CH3:10])=[CH:6][C:5]=1[N:11]1[C:43](=[O:45])[CH2:44][S:13]/[C:12]/1=[N:14]\[C:15]([NH:17][CH2:18][CH2:19][CH2:20][C:21]1[CH:26]=[CH:25][C:24]([C:27]2[N:31]=[CH:30][N:29]([C:32]3[CH:37]=[CH:36][C:35]([O:38][C:39]([F:41])([F:42])[F:40])=[CH:34][CH:33]=3)[N:28]=2)=[CH:23][CH:22]=1)=[O:16])([CH3:3])[CH3:2]. (2) The product is: [C:18]([O:17][C:15]([N:12]1[CH2:13][CH2:14][CH:10]([O:8][C:5]2[CH:6]=[N:7][C:2]([Cl:1])=[CH:3][CH:4]=2)[CH2:11]1)=[O:16])([CH3:21])([CH3:19])[CH3:20]. Given the reactants [Cl:1][C:2]1[N:7]=[CH:6][C:5]([OH:8])=[CH:4][CH:3]=1.O[CH:10]1[CH2:14][CH2:13][N:12]([C:15]([O:17][C:18]([CH3:21])([CH3:20])[CH3:19])=[O:16])[CH2:11]1, predict the reaction product. (3) Given the reactants [NH2:1][C:2]1[CH:11]=[CH:10][CH:9]=[CH:8][C:3]=1[C:4]([O:6][CH3:7])=[O:5].C([O-])(O)=O.[Na+].[Cl:17][CH2:18][C:19](Cl)=[O:20], predict the reaction product. The product is: [Cl:17][CH2:18][C:19]([NH:1][C:2]1[CH:11]=[CH:10][CH:9]=[CH:8][C:3]=1[C:4]([O:6][CH3:7])=[O:5])=[O:20]. (4) Given the reactants CS(C)=O.C(Cl)(=O)C(Cl)=O.[O:11]([CH2:18][CH2:19][OH:20])[C:12]1[CH:17]=[CH:16][CH:15]=[CH:14][CH:13]=1.C(N(CC)CC)C, predict the reaction product. The product is: [O:11]([CH2:18][CH:19]=[O:20])[C:12]1[CH:17]=[CH:16][CH:15]=[CH:14][CH:13]=1.